This data is from Peptide-MHC class I binding affinity with 185,985 pairs from IEDB/IMGT. The task is: Regression. Given a peptide amino acid sequence and an MHC pseudo amino acid sequence, predict their binding affinity value. This is MHC class I binding data. (1) The peptide sequence is RTRHCQPEKAK. The MHC is Mamu-A01 with pseudo-sequence Mamu-A01. The binding affinity (normalized) is 0. (2) The peptide sequence is MQGKDFNHL. The MHC is HLA-B18:01 with pseudo-sequence HLA-B18:01. The binding affinity (normalized) is 0.0847. (3) The MHC is HLA-A02:06 with pseudo-sequence HLA-A02:06. The binding affinity (normalized) is 0.696. The peptide sequence is AIMTRCLAV. (4) The peptide sequence is SDELELDTI. The MHC is Mamu-B01 with pseudo-sequence Mamu-B01. The binding affinity (normalized) is 1.00.